Dataset: Catalyst prediction with 721,799 reactions and 888 catalyst types from USPTO. Task: Predict which catalyst facilitates the given reaction. Reactant: C([O:3][C:4](=[O:55])[CH:5]([O:7][P:8]([CH2:17][CH2:18][N:19]1[CH2:24][CH2:23][N:22]([CH2:25][C:26]2[CH:31]=[CH:30][C:29]([C:32](=[O:54])[NH:33][C:34]3[CH:39]=[CH:38][C:37]([CH3:40])=[C:36]([NH:41][C:42]4[N:47]=[C:46]([C:48]5[CH:49]=[N:50][CH:51]=[CH:52][CH:53]=5)[CH:45]=[CH:44][N:43]=4)[CH:35]=3)=[CH:28][CH:27]=2)[CH2:21][CH2:20]1)([O:10]C1C=CC=CC=1)=[O:9])[CH3:6])C.[OH-].[Na+].Cl. Product: [OH:10][P:8]([CH2:17][CH2:18][N:19]1[CH2:24][CH2:23][N:22]([CH2:25][C:26]2[CH:27]=[CH:28][C:29]([C:32](=[O:54])[NH:33][C:34]3[CH:39]=[CH:38][C:37]([CH3:40])=[C:36]([NH:41][C:42]4[N:47]=[C:46]([C:48]5[CH:49]=[N:50][CH:51]=[CH:52][CH:53]=5)[CH:45]=[CH:44][N:43]=4)[CH:35]=3)=[CH:30][CH:31]=2)[CH2:21][CH2:20]1)([O:7][CH:5]([CH3:6])[C:4]([OH:55])=[O:3])=[O:9]. The catalyst class is: 47.